Dataset: Catalyst prediction with 721,799 reactions and 888 catalyst types from USPTO. Task: Predict which catalyst facilitates the given reaction. (1) Reactant: C1(P(=O)(C2C=CC=CC=2)C2C=CC=CC=2)C=CC=CC=1.FC(F)(F)S(OS(C(F)(F)F)(=O)=O)(=O)=O.[N+:36]([C:39]1[CH:40]=[CH:41][CH:42]=[C:43]2[C:47]=1[NH:46][C:45]([C:48]([NH:50][CH2:51][CH2:52][S:53]C(C1C=CC=CC=1)(C1C=CC=CC=1)C1C=CC=CC=1)=O)=[CH:44]2)([O-:38])=[O:37]. Product: [S:53]1[CH2:52][CH2:51][N:50]=[C:48]1[C:45]1[NH:46][C:47]2[C:43]([CH:44]=1)=[CH:42][CH:41]=[CH:40][C:39]=2[N+:36]([O-:38])=[O:37]. The catalyst class is: 4. (2) Reactant: [NH2:1][C:2]1[CH:7]=[CH:6][CH:5]=[CH:4][C:3]=1[NH:8][C:9]([NH:11][C:12]1[CH:17]=[CH:16][CH:15]=[CH:14][CH:13]=1)=[O:10].C(N(CC)CC)C.[C:25]1([CH3:35])[C:26]([S:31](Cl)(=[O:33])=[O:32])=[CH:27][CH:28]=[CH:29][CH:30]=1. Product: [CH3:35][C:25]1[CH:30]=[CH:29][CH:28]=[CH:27][C:26]=1[S:31]([NH:1][C:2]1[CH:7]=[CH:6][CH:5]=[CH:4][C:3]=1[NH:8][C:9]([NH:11][C:12]1[CH:17]=[CH:16][CH:15]=[CH:14][CH:13]=1)=[O:10])(=[O:33])=[O:32]. The catalyst class is: 13. (3) Reactant: [CH2:1]([PH:8](=[O:10])[OH:9])[C:2]1[CH:7]=[CH:6][CH:5]=[CH:4][CH:3]=1.C(N(CC)CC)C.C[Si](Cl)(C)C.[CH2:23]([O:30][C:31]([CH:33]([CH2:46][CH2:47][C:48]([O:50][CH2:51][C:52]1[CH:57]=[CH:56][CH:55]=[CH:54][CH:53]=1)=[O:49])[CH2:34]P(C)(=O)OCC1C=CC=CC=1)=[O:32])[C:24]1[CH:29]=[CH:28][CH:27]=[CH:26][CH:25]=1. Product: [CH2:1]([P:8]([CH2:34][CH:33]([C:31]([O:30][CH2:23][C:24]1[CH:25]=[CH:26][CH:27]=[CH:28][CH:29]=1)=[O:32])[CH2:46][CH2:47][C:48]([O:50][CH2:51][C:52]1[CH:53]=[CH:54][CH:55]=[CH:56][CH:57]=1)=[O:49])(=[O:9])[OH:10])[C:2]1[CH:7]=[CH:6][CH:5]=[CH:4][CH:3]=1. The catalyst class is: 4. (4) Reactant: [NH2:1][C@@H:2]([C:6]([SH:9])([CH3:8])[CH3:7])[C:3]([OH:5])=[O:4].[OH-].[Na+].[C:12]([O:16][C:17](O[C:17]([O:16][C:12]([CH3:15])([CH3:14])[CH3:13])=[O:18])=[O:18])([CH3:15])([CH3:14])[CH3:13]. Product: [C:12]([O:16][C:17]([NH:1][C@@H:2]([C:6]([SH:9])([CH3:8])[CH3:7])[C:3]([OH:5])=[O:4])=[O:18])([CH3:15])([CH3:14])[CH3:13]. The catalyst class is: 38. (5) Reactant: [Cl-].[CH2:2]([N+:12]([CH2:15][CH2:16][CH2:17][CH2:18][CH2:19][CH2:20][CH2:21][CH2:22][CH2:23][CH3:24])([CH3:14])[CH3:13])[CH2:3][CH2:4][CH2:5][CH2:6][CH2:7][CH2:8][CH2:9][CH2:10][CH3:11].[Na+].[C:26]([O-:34])(=[O:33])[C:27]1[CH:32]=[CH:31][CH:30]=[CH:29][CH:28]=1. Product: [C:26]([O-:34])(=[O:33])[C:27]1[CH:32]=[CH:31][CH:30]=[CH:29][CH:28]=1.[CH2:15]([N+:12]([CH2:2][CH2:3][CH2:4][CH2:5][CH2:6][CH2:7][CH2:8][CH2:9][CH2:10][CH3:11])([CH3:14])[CH3:13])[CH2:16][CH2:17][CH2:18][CH2:19][CH2:20][CH2:21][CH2:22][CH2:23][CH3:24]. The catalyst class is: 6. (6) Reactant: C1(P(C2C=CC=CC=2)C2C=CC=CC=2)C=CC=CC=1.[F:20][C:21]1[CH:22]=[C:23]([N:28]2[C:33](=[O:34])[C:32]([O:35][CH2:36][CH2:37][CH2:38][CH3:39])=[C:31](Cl)[CH:30]=[N:29]2)[CH:24]=[CH:25][C:26]=1[F:27].[CH3:41][S:42][C:43]1[CH:48]=[CH:47][C:46](B(O)O)=[CH:45][CH:44]=1.[O-]P([O-])([O-])=O.[K+].[K+].[K+]. Product: [F:20][C:21]1[CH:22]=[C:23]([N:28]2[C:33](=[O:34])[C:32]([O:35][CH2:36][CH2:37][CH2:38][CH3:39])=[C:31]([C:46]3[CH:47]=[CH:48][C:43]([S:42][CH3:41])=[CH:44][CH:45]=3)[CH:30]=[N:29]2)[CH:24]=[CH:25][C:26]=1[F:27]. The catalyst class is: 657. (7) Reactant: N[C@H]1C[CH2:5][CH2:4][C@@H:3]1[C:7]([OH:9])=[O:8].C([N:12](CC)CC)C.[C:17]([O:21][C:22]([O:24]C(OC(C)(C)C)=O)=O)([CH3:20])([CH3:19])[CH3:18]. Product: [CH3:18][C:17]([O:21][C:22]([NH:12][C:3]1([C:7]([OH:9])=[O:8])[CH2:4][CH2:5]1)=[O:24])([CH3:20])[CH3:19]. The catalyst class is: 5.